From a dataset of Forward reaction prediction with 1.9M reactions from USPTO patents (1976-2016). Predict the product of the given reaction. (1) Given the reactants Br[C:2]1[CH:3]=[C:4]2[C:8](=[CH:9][CH:10]=1)[N:7]([C:11](=[O:16])[C:12]([F:15])([F:14])[F:13])[CH2:6][CH2:5]2.[C:17]([Cu])#[N:18], predict the reaction product. The product is: [F:13][C:12]([F:15])([F:14])[C:11]([N:7]1[C:8]2[C:4](=[CH:3][C:2]([C:17]#[N:18])=[CH:10][CH:9]=2)[CH2:5][CH2:6]1)=[O:16]. (2) Given the reactants [H-].[H-].[H-].[H-].[Li+].[Al+3].[OH:7][C:8]1[CH:13]=[CH:12][C:11]([CH2:14][CH2:15][C:16](OC)=[O:17])=[CH:10][CH:9]=1, predict the reaction product. The product is: [OH:7][C:8]1[CH:9]=[CH:10][C:11]([CH2:14][CH2:15][CH2:16][OH:17])=[CH:12][CH:13]=1. (3) The product is: [CH2:21]([N:7]1[C:6]([C:4]([OH:5])=[O:3])=[CH:10][N:9]=[C:8]1[C:11]1[C:20]2[C:15](=[CH:16][CH:17]=[CH:18][CH:19]=2)[CH:14]=[CH:13][CH:12]=1)[CH3:22]. Given the reactants C([O:3][C:4]([C:6]1[N:7]([CH2:21][CH3:22])[C:8]([C:11]2[C:20]3[C:15](=[CH:16][CH:17]=[CH:18][CH:19]=3)[CH:14]=[CH:13][CH:12]=2)=[N:9][CH:10]=1)=[O:5])C.[OH-].[Li+], predict the reaction product. (4) Given the reactants N1(C2C=CC([C:12]34[CH2:31][CH:16]5[CH2:17][C:18]([NH:20][CH2:21][C:22]([N:24]6[CH2:28][CH2:27][CH2:26][C@H:25]6[C:29]#[N:30])=[O:23])([CH2:19]3)[CH:14]([CH2:15]5)[CH2:13]4)=CC=2)C=CC=C1.[Si](Cl)(C)(C)C, predict the reaction product. The product is: [CH:16]12[CH2:31][CH:12]3[CH2:13][CH:14]([CH2:15]1)[C:18]([NH:20][CH2:21][C:22]([N:24]1[CH2:28][CH2:27][CH2:26][C@H:25]1[C:29]#[N:30])=[O:23])([CH2:19]3)[CH2:17]2. (5) Given the reactants Cl.[F:2][C:3]1[CH:4]=[C:5]2[C:10](=[C:11]([N:13]3[CH2:18][CH2:17][N:16]([CH3:19])[CH2:15][CH2:14]3)[CH:12]=1)[O:9][CH:8]([C:20](O)=[O:21])[CH2:7][CH2:6]2.[C:23]([N:26]1[CH2:31][CH2:30][N:29]([C:32]2[CH:38]=[CH:37][C:35]([NH2:36])=[CH:34][CH:33]=2)[CH2:28][CH2:27]1)(=[O:25])[CH3:24], predict the reaction product. The product is: [C:23]([N:26]1[CH2:27][CH2:28][N:29]([C:32]2[CH:38]=[CH:37][C:35]([NH:36][C:20]([CH:8]3[CH2:7][CH2:6][C:5]4[C:10](=[C:11]([N:13]5[CH2:18][CH2:17][N:16]([CH3:19])[CH2:15][CH2:14]5)[CH:12]=[C:3]([F:2])[CH:4]=4)[O:9]3)=[O:21])=[CH:34][CH:33]=2)[CH2:30][CH2:31]1)(=[O:25])[CH3:24]. (6) Given the reactants [CH3:1][O:2][C:3]([NH:5][C:6]1[CH:11]=[CH:10][C:9]([C:12]2[NH:16][C:15]([C@@H:17]3[CH2:21][C@H:20]([CH:22]4[CH2:27][CH2:26][N:25]([S:28]([CH3:31])(=[O:30])=[O:29])[CH2:24][CH2:23]4)[CH2:19][N:18]3[C:32]([O:34][C:35]([CH3:38])([CH3:37])[CH3:36])=[O:33])=[N:14][CH:13]=2)=[CH:8][CH:7]=1)=[O:4].[Cl:39]N1C(=O)CCC1=O, predict the reaction product. The product is: [Cl:39][C:13]1[N:14]=[C:15]([C@@H:17]2[CH2:21][C@H:20]([CH:22]3[CH2:23][CH2:24][N:25]([S:28]([CH3:31])(=[O:29])=[O:30])[CH2:26][CH2:27]3)[CH2:19][N:18]2[C:32]([O:34][C:35]([CH3:38])([CH3:37])[CH3:36])=[O:33])[NH:16][C:12]=1[C:9]1[CH:8]=[CH:7][C:6]([NH:5][C:3]([O:2][CH3:1])=[O:4])=[CH:11][CH:10]=1. (7) Given the reactants [C:1]([N:4]1[C:12]2[C:7](=[C:8]([CH3:14])[CH:9]=[C:10]([CH3:13])[CH:11]=2)[CH2:6][CH2:5]1)(=[O:3])[CH3:2].[N+:15]([O-])([OH:17])=[O:16].C(=O)([O-])O.[Na+], predict the reaction product. The product is: [C:1]([N:4]1[C:12]2[C:7](=[C:8]([CH3:14])[C:9]([N+:15]([O-:17])=[O:16])=[C:10]([CH3:13])[CH:11]=2)[CH2:6][CH2:5]1)(=[O:3])[CH3:2].